This data is from Forward reaction prediction with 1.9M reactions from USPTO patents (1976-2016). The task is: Predict the product of the given reaction. Given the reactants [CH3:1][C:2]([CH3:8])([CH:6]=[CH2:7])[CH2:3][CH:4]=O.[NH3:9].CC1C=CC(S([CH2:20][N+:21]#[C-:22])(=O)=O)=CC=1, predict the reaction product. The product is: [CH3:1][C:2]([CH3:8])([CH:6]=[CH2:7])[CH2:3][C:4]1[N:9]=[CH:20][NH:21][CH:22]=1.